The task is: Predict the reactants needed to synthesize the given product.. This data is from Full USPTO retrosynthesis dataset with 1.9M reactions from patents (1976-2016). (1) Given the product [Br:9][C:10]1[CH:11]=[C:12]([S:17]([NH2:20])(=[O:19])=[O:18])[CH:13]=[N:14][C:15]=1[O:8][CH2:7][C:4]1([F:21])[CH2:5][CH2:6][O:1][CH2:2][CH2:3]1, predict the reactants needed to synthesize it. The reactants are: [O:1]1[CH2:6][CH2:5][CH:4]([CH2:7][OH:8])[CH2:3][CH2:2]1.[Br:9][C:10]1[CH:11]=[C:12]([S:17]([NH2:20])(=[O:19])=[O:18])[CH:13]=[N:14][C:15]=1Cl.[F:21]C1C=CC(S(N)(=O)=O)=CC=1[N+]([O-])=O. (2) Given the product [F:1][C:2]1[C:30]([N:31]2[CH2:36][CH2:35][N:34]([C:37]([C:38]3[CH:43]=[CH:42][CH:41]=[CH:40][CH:39]=3)=[O:44])[CH2:33][CH2:32]2)=[CH:29][C:5]2[N:6]([CH2:17][C:18]3[CH:19]=[CH:20][C:21]([O:24][C:25]([F:26])([F:27])[F:28])=[CH:22][CH:23]=3)[C:7]([CH2:9][O:10][C:11]3[CH:12]=[CH:13][CH:14]=[CH:15][CH:16]=3)=[N:8][C:4]=2[CH:3]=1, predict the reactants needed to synthesize it. The reactants are: [F:1][C:2]1[C:30]([N:31]2[CH2:36][CH2:35][NH:34][CH2:33][CH2:32]2)=[CH:29][C:5]2[N:6]([CH2:17][C:18]3[CH:23]=[CH:22][C:21]([O:24][C:25]([F:28])([F:27])[F:26])=[CH:20][CH:19]=3)[C:7]([CH2:9][O:10][C:11]3[CH:16]=[CH:15][CH:14]=[CH:13][CH:12]=3)=[N:8][C:4]=2[CH:3]=1.[C:37](Cl)(=[O:44])[C:38]1[CH:43]=[CH:42][CH:41]=[CH:40][CH:39]=1. (3) The reactants are: [CH:1]1([S:4]([C:7]2[CH:12]=[CH:11][C:10]([CH:13]([C:21]3[NH:25][C:24]([C:26]4[S:30][C:29]([CH:31]=[O:32])=[N:28][N:27]=4)=[CH:23][CH:22]=3)[CH2:14][CH:15]3[CH2:20][CH2:19][O:18][CH2:17][CH2:16]3)=[CH:9][CH:8]=2)(=[O:6])=[O:5])[CH2:3][CH2:2]1.[CH3:33][Mg]Br.[Cl-].[NH4+]. Given the product [CH:1]1([S:4]([C:7]2[CH:12]=[CH:11][C:10]([CH:13]([C:21]3[NH:25][C:24]([C:26]4[S:30][C:29]([CH:31]([OH:32])[CH3:33])=[N:28][N:27]=4)=[CH:23][CH:22]=3)[CH2:14][CH:15]3[CH2:16][CH2:17][O:18][CH2:19][CH2:20]3)=[CH:9][CH:8]=2)(=[O:5])=[O:6])[CH2:3][CH2:2]1, predict the reactants needed to synthesize it. (4) The reactants are: [CH3:1][O:2][C:3](=[O:28])[C:4]1[CH:9]=[CH:8][C:7]([O:10][C:11]2[CH:16]=[CH:15][C:14]([NH:17][C:18]([O:20][C:21]([CH3:24])([CH3:23])[CH3:22])=[O:19])=[CH:13][CH:12]=2)=[C:6]([N+:25]([O-])=O)[CH:5]=1.[NH4+].[Cl-]. Given the product [CH3:1][O:2][C:3](=[O:28])[C:4]1[CH:9]=[CH:8][C:7]([O:10][C:11]2[CH:12]=[CH:13][C:14]([NH:17][C:18]([O:20][C:21]([CH3:22])([CH3:24])[CH3:23])=[O:19])=[CH:15][CH:16]=2)=[C:6]([NH2:25])[CH:5]=1, predict the reactants needed to synthesize it. (5) Given the product [C:8]([C:6]1[CH:7]=[C:2]([NH2:1])[CH:3]=[CH:4][C:5]=1[CH3:14])#[CH:9], predict the reactants needed to synthesize it. The reactants are: [NH2:1][C:2]1[CH:3]=[CH:4][C:5]([CH3:14])=[C:6]([C:8]#[C:9]C(C)(O)C)[CH:7]=1.[OH-].[Na+]. (6) Given the product [C:1]([C:3]1[CH:36]=[CH:35][C:6]2[NH:7][C:8]([C:10]([C:23]3[C:31]([O:32][CH3:33])=[CH:30][C:29]([CH3:34])=[C:28]4[C:24]=3[CH:25]=[CH:26][NH:27]4)([O:15][CH:16]([F:22])[C:17]([OH:19])=[O:18])[C:11]([F:12])([F:13])[F:14])=[N:9][C:5]=2[CH:4]=1)#[N:2], predict the reactants needed to synthesize it. The reactants are: [C:1]([C:3]1[CH:36]=[CH:35][C:6]2[NH:7][C:8]([C:10]([C:23]3[C:31]([O:32][CH3:33])=[CH:30][C:29]([CH3:34])=[C:28]4[C:24]=3[CH:25]=[CH:26][NH:27]4)([O:15][CH:16]([F:22])[C:17]([O:19]CC)=[O:18])[C:11]([F:14])([F:13])[F:12])=[N:9][C:5]=2[CH:4]=1)#[N:2].[Li+].[OH-]. (7) Given the product [F:1][C:2]1([CH2:12][CH2:13][CH:14]2[C:22]3[C:17](=[CH:18][CH:19]=[CH:20][C:21]=3[F:23])[C:16]3=[CH:24][N:25]=[CH:26][N:15]23)[CH2:7][CH2:6][CH:5]([C:8]2([OH:10])[CH2:28][CH2:27]2)[CH2:4][CH2:3]1, predict the reactants needed to synthesize it. The reactants are: [F:1][C:2]1([CH2:12][CH2:13][CH:14]2[C:22]3[C:17](=[CH:18][CH:19]=[CH:20][C:21]=3[F:23])[C:16]3=[CH:24][N:25]=[CH:26][N:15]23)[CH2:7][CH2:6][CH:5]([C:8]([O:10]C)=O)[CH2:4][CH2:3]1.[CH3:27][C:28]#N. (8) Given the product [CH3:34][C:30]1[CH:29]=[C:28]([CH3:35])[C:27]2[C:32](=[CH:33][C:24]([O:23][C:2]3[C:11]4[C:6](=[CH:7][C:8]([O:14][CH2:15][CH2:16][CH2:17][N:18]5[CH2:22][CH2:21][CH2:20][CH2:19]5)=[C:9]([O:12][CH3:13])[CH:10]=4)[N:5]=[CH:4][N:3]=3)=[CH:25][CH:26]=2)[N:31]=1, predict the reactants needed to synthesize it. The reactants are: Cl[C:2]1[C:11]2[C:6](=[CH:7][C:8]([O:14][CH2:15][CH2:16][CH2:17][N:18]3[CH2:22][CH2:21][CH2:20][CH2:19]3)=[C:9]([O:12][CH3:13])[CH:10]=2)[N:5]=[CH:4][N:3]=1.[OH:23][C:24]1[CH:33]=[C:32]2[C:27]([C:28]([CH3:35])=[CH:29][C:30]([CH3:34])=[N:31]2)=[CH:26][CH:25]=1.C(=O)([O-])[O-].[K+].[K+]. (9) Given the product [NH:16]1[C:17]([CH:19]2[CH2:28][CH2:27][CH2:26][C:25]3[C:24]([NH:29][S:4]([CH2:1][CH2:2][CH3:3])(=[O:6])=[O:5])=[CH:23][CH:22]=[CH:21][C:20]2=3)=[CH:18][N:14]=[CH:15]1, predict the reactants needed to synthesize it. The reactants are: [CH2:1]([S:4](Cl)(=[O:6])=[O:5])[CH2:2][CH3:3].N1C=CC=CC=1.[NH:14]1[CH:18]=[C:17]([CH:19]2[CH2:28][CH2:27][CH2:26][C:25]3[C:24]([NH2:29])=[CH:23][CH:22]=[CH:21][C:20]2=3)[N:16]=[CH:15]1.C(O)C(N)(CO)CO.